Dataset: Peptide-MHC class II binding affinity with 134,281 pairs from IEDB. Task: Regression. Given a peptide amino acid sequence and an MHC pseudo amino acid sequence, predict their binding affinity value. This is MHC class II binding data. (1) The peptide sequence is WELQIVDKIDAAFKI. The MHC is DRB1_0701 with pseudo-sequence DRB1_0701. The binding affinity (normalized) is 0.675. (2) The peptide sequence is KKPDKPSLDISLETVAID. The MHC is DRB3_0101 with pseudo-sequence DRB3_0101. The binding affinity (normalized) is 0.509. (3) The peptide sequence is SPLTASKLTYENVKM. The binding affinity (normalized) is 0.394. The MHC is HLA-DPA10103-DPB10201 with pseudo-sequence HLA-DPA10103-DPB10201. (4) The peptide sequence is AFIQDGDNLFPKV. The MHC is DRB3_0101 with pseudo-sequence DRB3_0101. The binding affinity (normalized) is 0.806. (5) The peptide sequence is AGRFEVHAQTVEDEA. The MHC is HLA-DQA10401-DQB10402 with pseudo-sequence HLA-DQA10401-DQB10402. The binding affinity (normalized) is 0.392. (6) The peptide sequence is MNSLRAEDTAVYYCA. The MHC is DRB1_0401 with pseudo-sequence DRB1_0401. The binding affinity (normalized) is 0.659. (7) The peptide sequence is QIHQYIMALREEYFD. The MHC is HLA-DPA10201-DPB10501 with pseudo-sequence HLA-DPA10201-DPB10501. The binding affinity (normalized) is 0.556.